Dataset: Reaction yield outcomes from USPTO patents with 853,638 reactions. Task: Predict the reaction yield, written as a fraction of the theoretical maximum amount of product (1.0 means a 100% yield; for example, 0.34 means a 34% yield). The yield is 0.440. The catalyst is C1COCC1. The product is [Br:1][C:2]1[CH:3]=[C:4]2[C:5](=[CH:10][CH:11]=1)[C:6](=[O:8])[N:25]([CH2:24][C:17]1[CH:18]=[CH:19][C:20]([O:22][CH3:23])=[CH:21][C:16]=1[O:15][CH3:14])[CH2:12]2. The reactants are [Br:1][C:2]1[CH:11]=[CH:10][C:5]([C:6]([O:8]C)=O)=[C:4]([CH2:12]Br)[CH:3]=1.[CH3:14][O:15][C:16]1[CH:21]=[C:20]([O:22][CH3:23])[CH:19]=[CH:18][C:17]=1[CH2:24][NH2:25].C(N(CC)CC)C.